From a dataset of Full USPTO retrosynthesis dataset with 1.9M reactions from patents (1976-2016). Predict the reactants needed to synthesize the given product. Given the product [ClH:30].[F:1][C:2]1[N:3]([S:15]([C:18]2[CH:23]=[CH:22][CH:21]=[CH:20][CH:19]=2)(=[O:17])=[O:16])[C:4]([C:9]2[CH:14]=[CH:13][CH:12]=[CH:11][CH:10]=2)=[CH:5][C:6]=1[CH2:7][NH:27][CH3:26], predict the reactants needed to synthesize it. The reactants are: [F:1][C:2]1[N:3]([S:15]([C:18]2[CH:23]=[CH:22][CH:21]=[CH:20][CH:19]=2)(=[O:17])=[O:16])[C:4]([C:9]2[CH:14]=[CH:13][CH:12]=[CH:11][CH:10]=2)=[CH:5][C:6]=1[CH:7]=O.CO.[CH3:26][NH2:27].[BH4-].[Na+].[ClH:30].C(=O)([O-])O.[Na+].